From a dataset of Forward reaction prediction with 1.9M reactions from USPTO patents (1976-2016). Predict the product of the given reaction. (1) Given the reactants [Cl:1][C:2]1[CH:7]=[CH:6][C:5]([C:8]2[C:14]3[CH:15]=[C:16]([O:19][CH3:20])[CH:17]=[CH:18][C:13]=3[N:12]3[C:21]([CH3:24])=[N:22][N:23]=[C:11]3[C@H:10]([CH2:25][C:26]([O:28]C)=[O:27])[N:9]=2)=[CH:4][CH:3]=1.[OH-].[Na+], predict the reaction product. The product is: [Cl:1][C:2]1[CH:7]=[CH:6][C:5]([C:8]2[C:14]3[CH:15]=[C:16]([O:19][CH3:20])[CH:17]=[CH:18][C:13]=3[N:12]3[C:21]([CH3:24])=[N:22][N:23]=[C:11]3[C@H:10]([CH2:25][C:26]([OH:28])=[O:27])[N:9]=2)=[CH:4][CH:3]=1. (2) Given the reactants [C:1]([C:7]1[C:15]2[C:10](=[N:11][CH:12]=[C:13]([NH:16][C:17]3[CH:24]=[CH:23][C:20]([CH:21]=O)=[CH:19][CH:18]=3)[N:14]=2)[N:9]([CH2:25][O:26][CH2:27][CH2:28][Si:29]([CH3:32])([CH3:31])[CH3:30])[CH:8]=1)(=[O:6])[C:2]([CH3:5])([CH3:4])[CH3:3].[CH3:33][N:34]1[CH2:39][CH2:38][NH:37][CH2:36][CH2:35]1.[O:40]=[CH:41][CH2:42][C:43]#[N:44].C(O)(=O)C.N1CCCCC1, predict the reaction product. The product is: [CH3:33][N:34]1[CH2:39][CH2:38][N:37]([C:41]([C:42](=[CH:21][C:20]2[CH:23]=[CH:24][C:17]([NH:16][C:13]3[N:14]=[C:15]4[C:7]([C:1](=[O:6])[C:2]([CH3:4])([CH3:3])[CH3:5])=[CH:8][N:9]([CH2:25][O:26][CH2:27][CH2:28][Si:29]([CH3:32])([CH3:30])[CH3:31])[C:10]4=[N:11][CH:12]=3)=[CH:18][CH:19]=2)[C:43]#[N:44])=[O:40])[CH2:36][CH2:35]1. (3) The product is: [Cl:1][C:2]1[CH:3]=[CH:4][C:5]([C:6]([C@H:8]2[CH2:10][C@H:9]2[C:11]([N:16]2[CH2:17][CH2:18][CH:19]([N:22]3[CH2:31][C:30]4[C:25](=[CH:26][CH:27]=[CH:28][CH:29]=4)[NH:24][C:23]3=[O:32])[CH2:20][CH2:21]2)=[O:13])=[O:7])=[CH:14][CH:15]=1. Given the reactants [Cl:1][C:2]1[CH:15]=[CH:14][C:5]([C:6]([C@@H:8]2[CH2:10][C@H:9]2[C:11]([OH:13])=O)=[O:7])=[CH:4][CH:3]=1.[NH:16]1[CH2:21][CH2:20][CH:19]([N:22]2[CH2:31][C:30]3[C:25](=[CH:26][CH:27]=[CH:28][CH:29]=3)[NH:24][C:23]2=[O:32])[CH2:18][CH2:17]1.CN(C(ON1N=NC2C=CC=CC1=2)=[N+](C)C)C.[B-](F)(F)(F)F.C(N(CC)CC)C.C(O)(=O)CC(CC(O)=O)(C(O)=O)O.[K+].[Br-], predict the reaction product. (4) Given the reactants [CH3:1][S:2]([NH2:5])(=[O:4])=[O:3].CC(C)([O-])C.[K+].[Cl:12][C:13]1[C:14]([O:30][C:31]2[CH:32]=[N:33][C:34]([O:38][C@@H:39]([CH3:44])[C:40]([F:43])([F:42])[F:41])=[C:35]([Cl:37])[CH:36]=2)=[CH:15][C:16]([F:29])=[C:17]([CH:28]=1)[C:18](OC1C=CC(C)=CC=1)=[O:19], predict the reaction product. The product is: [Cl:12][C:13]1[C:14]([O:30][C:31]2[CH:32]=[N:33][C:34]([O:38][C@@H:39]([CH3:44])[C:40]([F:42])([F:43])[F:41])=[C:35]([Cl:37])[CH:36]=2)=[CH:15][C:16]([F:29])=[C:17]([CH:28]=1)[C:18]([NH:5][S:2]([CH3:1])(=[O:4])=[O:3])=[O:19]. (5) Given the reactants [NH2:1][C:2]1[CH:7]=[CH:6][CH:5]=[C:4]([NH2:8])[C:3]=1[NH:9][CH2:10][CH2:11][CH2:12][C:13]([O:15][CH2:16][CH3:17])=[O:14].[O:18]1CCC[CH2:19]1, predict the reaction product. The product is: [NH2:8][C:4]1[C:3]2[N:9]([CH2:10][CH2:11][CH2:12][C:13]([O:15][CH2:16][CH3:17])=[O:14])[C:19](=[O:18])[NH:1][C:2]=2[CH:7]=[CH:6][CH:5]=1. (6) The product is: [Cl:42][C:21]1[C:22]([NH:24][C:25]2[C:34]([F:35])=[CH:33][C:32]([C:36]3[CH:37]=[N:38][N:39]([CH3:41])[CH:40]=3)=[CH:31][C:26]=2[C:27]([NH:29][CH3:30])=[O:28])=[N:23][C:18]([NH:16][C:13]2[CH:14]=[CH:15][C:8]3[CH2:7][CH2:6][N:5]([CH2:4][CH2:3][O:2][CH3:1])[CH2:11][CH2:10][C:9]=3[CH:12]=2)=[N:19][CH:20]=1. Given the reactants [CH3:1][O:2][CH2:3][CH2:4][N:5]1[CH2:11][CH2:10][C:9]2[CH:12]=[C:13]([NH2:16])[CH:14]=[CH:15][C:8]=2[CH2:7][CH2:6]1.Cl[C:18]1[N:23]=[C:22]([NH:24][C:25]2[C:34]([F:35])=[CH:33][C:32]([C:36]3[CH:37]=[N:38][N:39]([CH3:41])[CH:40]=3)=[CH:31][C:26]=2[C:27]([NH:29][CH3:30])=[O:28])[C:21]([Cl:42])=[CH:20][N:19]=1, predict the reaction product. (7) Given the reactants [C:1]1(P([C:1]2[CH:6]=[CH:5][CH:4]=[CH:3][CH:2]=2)[C:1]2[CH:6]=[CH:5][CH:4]=[CH:3][CH:2]=2)[CH:6]=[CH:5][CH:4]=[CH:3][CH:2]=1.[Li]CCCC.Cl[C:26]1[CH:27]=[C:28]([C:35]#[N:36])[C:29](=[CH:32][C:33]=1Cl)[C:30]#[N:31].[Br-].[CH2:38]([Zn+])[CH2:39][CH2:40][CH2:41][CH2:42][CH3:43].Cl, predict the reaction product. The product is: [CH2:38]([C:26]1[CH:27]=[C:28]([C:35]#[N:36])[C:29](=[CH:32][C:33]=1[CH2:5][CH2:6][CH2:1][CH2:2][CH2:3][CH3:4])[C:30]#[N:31])[CH2:39][CH2:40][CH2:41][CH2:42][CH3:43].